From a dataset of Catalyst prediction with 721,799 reactions and 888 catalyst types from USPTO. Predict which catalyst facilitates the given reaction. (1) Reactant: [CH3:1][O:2][C:3]1[CH:8]=[CH:7][C:6]([N:9]=[C:10]=[O:11])=[CH:5][CH:4]=1.Cl.[NH2:13][CH2:14][C:15]1[CH:23]=[CH:22][CH:21]=[C:20]2[C:16]=1[C:17](=[O:33])[N:18]([CH:25]1[CH2:30][CH2:29][C:28](=[O:31])[NH:27][C:26]1=[O:32])[C:19]2=[O:24].C(N(CC)CC)C. The catalyst class is: 1. Product: [O:32]=[C:26]1[CH:25]([N:18]2[C:17](=[O:33])[C:16]3[C:20](=[CH:21][CH:22]=[CH:23][C:15]=3[CH2:14][NH:13][C:10]([NH:9][C:6]3[CH:5]=[CH:4][C:3]([O:2][CH3:1])=[CH:8][CH:7]=3)=[O:11])[C:19]2=[O:24])[CH2:30][CH2:29][C:28](=[O:31])[NH:27]1. (2) Reactant: CCN(C(C)C)C(C)C.OC(C(F)(F)F)=O.[O:17]=[C:18]([N:35]1[CH2:40][CH2:39][NH:38][CH2:37][CH2:36]1)[CH2:19][NH:20][C:21]([C:23]1[CH:28]=[CH:27][C:26]([C:29]2[CH:34]=[CH:33][CH:32]=[CH:31][CH:30]=2)=[CH:25][CH:24]=1)=[O:22].C1C=CC2N(O)N=NC=2C=1.CCN=C=NCCCN(C)C.Cl.[CH3:63][C:64]1[CH:72]=[CH:71][CH:70]=[CH:69][C:65]=1[C:66](O)=[O:67]. Product: [CH3:63][C:64]1[CH:72]=[CH:71][CH:70]=[CH:69][C:65]=1[C:66]([N:38]1[CH2:39][CH2:40][N:35]([C:18](=[O:17])[CH2:19][NH:20][C:21]([C:23]2[CH:24]=[CH:25][C:26]([C:29]3[CH:34]=[CH:33][CH:32]=[CH:31][CH:30]=3)=[CH:27][CH:28]=2)=[O:22])[CH2:36][CH2:37]1)=[O:67]. The catalyst class is: 18. (3) Reactant: [F:1][C:2]([F:15])([F:14])[C:3]([NH:5][C:6]1[CH:11]=[CH:10][CH:9]=[CH:8][C:7]=1[O:12][CH3:13])=O.P([Cl:32])(OC1C=CC=CC=1)(OC1C=CC=CC=1)=O.C(N(CC)CC)C.C(#N)C. Product: [CH3:13][O:12][C:7]1[CH:8]=[CH:9][CH:10]=[CH:11][C:6]=1[N:5]=[C:3]([Cl:32])[C:2]([F:15])([F:14])[F:1]. The catalyst class is: 13. (4) Reactant: C(OC([N:8]1[CH2:12][CH2:11][C@H:10]([NH:13][C:14](=[O:33])[CH2:15][NH:16][C:17]([NH:19][C:20]([O:22][CH2:23][C:24]2[CH:29]=[CH:28][C:27]([N+:30]([O-:32])=[O:31])=[CH:26][CH:25]=2)=[O:21])=[NH:18])[CH2:9]1)=O)(C)(C)C.[S:34](=[O:38])(=[O:37])([OH:36])[OH:35].C(OC(C)C)(C)C. Product: [S:34]([O:36][S:34]([OH:37])(=[O:36])=[O:35])([OH:35])(=[O:38])=[O:37].[N+:30]([C:27]1[CH:28]=[CH:29][C:24]([CH2:23][O:22][C:20]([NH:19][C:17](=[NH:18])[NH:16][CH2:15][C:14]([NH:13][C@H:10]2[CH2:11][CH2:12][NH:8][CH2:9]2)=[O:33])=[O:21])=[CH:25][CH:26]=1)([O-:32])=[O:31]. The catalyst class is: 5. (5) Reactant: Cl[C:2]1[CH:7]=[C:6]([C:8]2[CH:13]=[CH:12][CH:11]=[CH:10][CH:9]=2)[N:5]=[C:4]([NH2:14])[N:3]=1.[F:15][C:16]1[CH:21]=[CH:20][C:19]([SH:22])=[CH:18][CH:17]=1. Product: [F:15][C:16]1[CH:21]=[CH:20][C:19]([S:22][C:2]2[CH:7]=[C:6]([C:8]3[CH:13]=[CH:12][CH:11]=[CH:10][CH:9]=3)[N:5]=[C:4]([NH2:14])[N:3]=2)=[CH:18][CH:17]=1. The catalyst class is: 32. (6) Reactant: C(OC([N:8]1[CH2:13][CH2:12][N:11]([C:14]2[CH:19]=[CH:18][CH:17]=[C:16]([C:20]3[NH:24][C:23]4[CH:25]=[CH:26][CH:27]=[CH:28][C:22]=4[N:21]=3)[CH:15]=2)[CH2:10][CH2:9]1)=O)(C)(C)C.[ClH:29]. Product: [ClH:29].[ClH:29].[N:11]1([C:14]2[CH:15]=[C:16]([C:20]3[NH:21][C:22]4[CH:28]=[CH:27][CH:26]=[CH:25][C:23]=4[N:24]=3)[CH:17]=[CH:18][CH:19]=2)[CH2:12][CH2:13][NH:8][CH2:9][CH2:10]1. The catalyst class is: 275.